From a dataset of Forward reaction prediction with 1.9M reactions from USPTO patents (1976-2016). Predict the product of the given reaction. (1) Given the reactants [C:1]1([C:7]2[N:8]=[C:9]([C:22]([NH2:24])=[O:23])[C:10]3[NH:15][CH:14]=[C:13]([CH:16]4[CH2:21][CH2:20][NH:19][CH2:18][CH2:17]4)[C:11]=3[N:12]=2)[CH:6]=[CH:5][CH:4]=[CH:3][CH:2]=1.C(N(CC)CC)C.[CH2:32]([S:34](Cl)(=[O:36])=[O:35])[CH3:33], predict the reaction product. The product is: [CH2:32]([S:34]([N:19]1[CH2:18][CH2:17][CH:16]([C:13]2[C:11]3[N:12]=[C:7]([C:1]4[CH:2]=[CH:3][CH:4]=[CH:5][CH:6]=4)[N:8]=[C:9]([C:22]([NH2:24])=[O:23])[C:10]=3[NH:15][CH:14]=2)[CH2:21][CH2:20]1)(=[O:36])=[O:35])[CH3:33]. (2) Given the reactants [CH3:1][C:2]1[N:3]=[C:4]([N:10]2[C:14](=[O:15])[N:13](CC3C=CC(C(F)(F)F)=CC=3)[N:12]=[CH:11]2)[S:5][C:6]=1[C:7]([OH:9])=O.CC1N=C(N2C(=O)NN=C2)SC=1C(O)=O.[N:42]1[CH:47]=[CH:46][CH:45]=[C:44]([CH2:48][NH2:49])[CH:43]=1, predict the reaction product. The product is: [CH3:1][C:2]1[N:3]=[C:4]([N:10]2[C:14](=[O:15])[NH:13][N:12]=[CH:11]2)[S:5][C:6]=1[C:7]([NH:49][CH2:48][C:44]1[CH:43]=[N:42][CH:47]=[CH:46][CH:45]=1)=[O:9].